Dataset: CYP2D6 inhibition data for predicting drug metabolism from PubChem BioAssay. Task: Regression/Classification. Given a drug SMILES string, predict its absorption, distribution, metabolism, or excretion properties. Task type varies by dataset: regression for continuous measurements (e.g., permeability, clearance, half-life) or binary classification for categorical outcomes (e.g., BBB penetration, CYP inhibition). Dataset: cyp2d6_veith. (1) The compound is CN1CCN(c2cc(-c3ccoc3)ncn2)CC1. The result is 0 (non-inhibitor). (2) The drug is CCCCN(CC)S(=O)(=O)N1CCC(C(=O)NCCCN2CCOCC2)CC1. The result is 0 (non-inhibitor).